From a dataset of Full USPTO retrosynthesis dataset with 1.9M reactions from patents (1976-2016). Predict the reactants needed to synthesize the given product. (1) Given the product [ClH:12].[NH2:1][CH:2]([C:6]1[CH:11]=[CH:10][C:9]([Cl:12])=[C:8]([F:13])[CH:7]=1)[C:3]([O:5][CH3:18])=[O:4], predict the reactants needed to synthesize it. The reactants are: [NH2:1][CH:2]([C:6]1[CH:11]=[CH:10][C:9]([Cl:12])=[C:8]([F:13])[CH:7]=1)[C:3]([OH:5])=[O:4].S(Cl)(Cl)=O.[CH3:18]O. (2) Given the product [C:1]([NH:4][C@@H:5]([CH2:39][CH2:40][C:41]1[CH:46]=[CH:45][CH:44]=[CH:43][CH:42]=1)[C:6]([NH:8][C@@H:9]([CH2:32][C:33]1[CH:34]=[CH:35][CH:36]=[CH:37][CH:38]=1)[C:10]([NH:12][C@H:13]([B:19]([OH:23])[OH:20])[CH2:14][CH:15]1[CH2:16][CH2:17][CH2:18]1)=[O:11])=[O:7])(=[O:3])[CH3:2], predict the reactants needed to synthesize it. The reactants are: [C:1]([NH:4][C@@H:5]([CH2:39][CH2:40][C:41]1[CH:46]=[CH:45][CH:44]=[CH:43][CH:42]=1)[C:6]([NH:8][C@@H:9]([CH2:32][C:33]1[CH:38]=[CH:37][CH:36]=[CH:35][CH:34]=1)[C:10]([NH:12][C@H:13]([B:19]1[O:23][C@@H]2C[C@@H]3C[C@H]([C@]2(C)[O:20]1)C3(C)C)[CH2:14][CH:15]1[CH2:18][CH2:17][CH2:16]1)=[O:11])=[O:7])(=[O:3])[CH3:2].CO.CCCCCC.Cl.CC(C)CB(O)O. (3) The reactants are: [CH2:1]([C@H:4]1[C:8]2=[N:9][CH:10]=[C:11]([N:14]([CH2:25][CH:26]=[CH2:27])[C:15]([O:17][CH2:18][C:19]3[CH:24]=[CH:23][CH:22]=[CH:21][CH:20]=3)=[O:16])[C:12](=[O:13])[N:7]2[C@H:6]([C:28]([OH:30])=[O:29])[CH2:5]1)[CH:2]=[CH2:3].[CH2:31](N(C1C(=O)N2[C@H](C(N(C(OC(C)(C)C)=O)C3C=CC=CC=3)=O)CC(CC=C)(CC=C)C2=NC=1)C(=O)OCC1C=CC=CC=1)[CH:32]=[CH2:33]. Given the product [CH2:1]([C:4]1([CH2:33][CH:32]=[CH2:31])[C:8]2=[N:9][CH:10]=[C:11]([N:14]([CH2:25][CH:26]=[CH2:27])[C:15]([O:17][CH2:18][C:19]3[CH:24]=[CH:23][CH:22]=[CH:21][CH:20]=3)=[O:16])[C:12](=[O:13])[N:7]2[C@H:6]([C:28]([OH:30])=[O:29])[CH2:5]1)[CH:2]=[CH2:3], predict the reactants needed to synthesize it. (4) Given the product [Br:8][C:6]1[CH:7]=[C:2]([NH:12][C@@H:11]([C:13]([NH:15][CH2:16][C:17]([F:18])([F:19])[F:20])=[O:14])[C:10]([OH:9])([CH3:21])[CH3:22])[CH:3]=[N:4][CH:5]=1, predict the reactants needed to synthesize it. The reactants are: Br[C:2]1[CH:3]=[N:4][CH:5]=[C:6]([Br:8])[CH:7]=1.[OH:9][C:10]([CH3:22])([CH3:21])[C@H:11]([C:13]([NH:15][CH2:16][C:17]([F:20])([F:19])[F:18])=[O:14])[NH2:12].Cl.C(=O)([O-])[O-].[K+].[K+].N1CCC[C@H]1C(O)=O. (5) Given the product [CH3:40][C:41]([CH3:61])([CH3:60])[C@H:42]([N:46]1[CH2:50][CH2:49][N:48]([CH2:51][C:52]2[C:53]([CH3:58])=[N:54][CH:55]=[CH:56][CH:57]=2)[C:47]1=[O:59])[C:43]([NH:1][C@@H:2]([CH2:33][C:34]1[CH:35]=[CH:36][CH:37]=[CH:38][CH:39]=1)[C@@H:3]([OH:32])[CH2:4][C@@H:5]([NH:19][C:20]([C@@H:22]([NH:27][C:28](=[O:31])[O:29][CH3:30])[C:23]([CH3:26])([CH3:25])[CH3:24])=[O:21])[CH2:6][C:7]1[CH:12]=[CH:11][C:10]([C:13]2[CH:18]=[CH:17][CH:16]=[CH:15][N:14]=2)=[CH:9][CH:8]=1)=[O:44], predict the reactants needed to synthesize it. The reactants are: [NH2:1][C@@H:2]([CH2:33][C:34]1[CH:39]=[CH:38][CH:37]=[CH:36][CH:35]=1)[C@@H:3]([OH:32])[CH2:4][C@@H:5]([NH:19][C:20]([C@@H:22]([NH:27][C:28](=[O:31])[O:29][CH3:30])[C:23]([CH3:26])([CH3:25])[CH3:24])=[O:21])[CH2:6][C:7]1[CH:12]=[CH:11][C:10]([C:13]2[CH:18]=[CH:17][CH:16]=[CH:15][N:14]=2)=[CH:9][CH:8]=1.[CH3:40][C:41]([CH3:61])([CH3:60])[C@H:42]([N:46]1[CH2:50][CH2:49][N:48]([CH2:51][C:52]2[C:53]([CH3:58])=[N:54][CH:55]=[CH:56][CH:57]=2)[C:47]1=[O:59])[C:43](O)=[O:44].CCOP(ON1N=NC2C=CC=CC=2C1=O)(OCC)=O.C(N(CC)C(C)C)(C)C. (6) Given the product [CH3:1][O:2][C:3](=[O:19])[CH2:4][CH2:5][CH2:6][CH2:7][CH2:8][S:9]([C:10]1[CH:11]=[CH:12][C:13]([N:16]([CH3:18])[CH3:17])=[CH:14][CH:15]=1)=[O:21], predict the reactants needed to synthesize it. The reactants are: [CH3:1][O:2][C:3](=[O:19])[CH2:4][CH2:5][CH2:6][CH2:7][CH2:8][S:9][C:10]1[CH:15]=[CH:14][C:13]([N:16]([CH3:18])[CH3:17])=[CH:12][CH:11]=1.I([O-])(=O)(=O)=[O:21].[Na+].